From a dataset of Forward reaction prediction with 1.9M reactions from USPTO patents (1976-2016). Predict the product of the given reaction. (1) Given the reactants Br[C:2]1[CH:3]=[C:4]2[C:10]([C:11]3[CH:19]=[CH:18][C:14]([C:15]([NH2:17])=[O:16])=[CH:13][CH:12]=3)=[CH:9][N:8](S(C3C=CC(C)=CC=3)(=O)=O)[C:5]2=[N:6][CH:7]=1.[C:30]([O:34][C:35]([N:37]1[CH2:42][CH2:41][N:40]([C:43](=[O:59])[C:44]2[CH:49]=[CH:48][C:47](B3OC(C)(C)C(C)(C)O3)=[CH:46][CH:45]=2)[CH2:39][CH2:38]1)=[O:36])([CH3:33])([CH3:32])[CH3:31].C([O-])([O-])=O.[Na+].[Na+], predict the reaction product. The product is: [C:30]([O:34][C:35]([N:37]1[CH2:42][CH2:41][N:40]([C:43](=[O:59])[C:44]2[CH:45]=[CH:46][C:47]([C:2]3[CH:3]=[C:4]4[C:10]([C:11]5[CH:12]=[CH:13][C:14]([C:15](=[O:16])[NH2:17])=[CH:18][CH:19]=5)=[CH:9][NH:8][C:5]4=[N:6][CH:7]=3)=[CH:48][CH:49]=2)[CH2:39][CH2:38]1)=[O:36])([CH3:33])([CH3:31])[CH3:32]. (2) Given the reactants Br[C:2]1[C:6]2[N:7]=[CH:8][N:9]=[C:10]([O:11][CH3:12])[C:5]=2[S:4][CH:3]=1.[F:13][C:14]1[CH:19]=[CH:18][C:17](B(O)O)=[CH:16][CH:15]=1.C(=O)([O-])[O-].[Cs+].[Cs+], predict the reaction product. The product is: [F:13][C:14]1[CH:19]=[CH:18][C:17]([C:2]2[C:6]3[N:7]=[CH:8][N:9]=[C:10]([O:11][CH3:12])[C:5]=3[S:4][CH:3]=2)=[CH:16][CH:15]=1. (3) Given the reactants [CH3:1][C:2]1[CH:7]=[CH:6][C:5]([CH2:8][O:9][C:10]2[CH:15]=[CH:14][CH:13]=[CH:12][CH:11]=2)=[CH:4][N:3]=1.Cl[O:17]OC1C=C(C=CC=1)C(O)=O.C(=O)(O)[O-].[Na+], predict the reaction product. The product is: [O:9]([CH2:8][C:5]1[CH:6]=[CH:7][C:2]([CH2:1][OH:17])=[N:3][CH:4]=1)[C:10]1[CH:15]=[CH:14][CH:13]=[CH:12][CH:11]=1. (4) Given the reactants C(OC(=O)[NH:7][C@@H:8]1[C:16]2[C:11](=[CH:12][CH:13]=[CH:14][CH:15]=2)[CH2:10][C@@H:9]1[OH:17])(C)(C)C.[H-].[Na+].[CH3:21]I, predict the reaction product. The product is: [CH3:21][O:17][C@H:9]1[CH2:10][C:11]2[C:16](=[CH:15][CH:14]=[CH:13][CH:12]=2)[C@H:8]1[NH2:7].